This data is from Forward reaction prediction with 1.9M reactions from USPTO patents (1976-2016). The task is: Predict the product of the given reaction. (1) Given the reactants [Br-:1].C1(C(C2C=CC=CC=2)(C)C(O[C@@H]2C3CC[N+](CC(=O)NC4C=CON=4)(CC3)C2)=O)C=CC=CC=1.[Br-].O[C@@H]1C2CC[N+](CC(=O)NC3C=CON=3)(CC2)C1.[Br-].[OH:56][C@@H:57]1[CH:62]2[CH2:63][CH2:64][N+:59]([CH2:65][C:66](=[O:74])[NH:67][C:68]3[CH:73]=[N:72][CH:71]=[CH:70][N:69]=3)([CH2:60][CH2:61]2)[CH2:58]1.[CH:75]1([C:80]([OH:90])([C:84]2[CH:89]=[CH:88][CH:87]=[CH:86][CH:85]=2)[C:81](O)=[O:82])[CH2:79][CH2:78][CH2:77][CH2:76]1, predict the reaction product. The product is: [Br-:1].[CH:75]1([C:80]([OH:90])([C:84]2[CH:85]=[CH:86][CH:87]=[CH:88][CH:89]=2)[C:81]([O:56][C@@H:57]2[CH:62]3[CH2:63][CH2:64][N+:59]([CH2:65][C:66](=[O:74])[NH:67][C:68]4[CH:73]=[N:72][CH:71]=[CH:70][N:69]=4)([CH2:60][CH2:61]3)[CH2:58]2)=[O:82])[CH2:79][CH2:78][CH2:77][CH2:76]1. (2) The product is: [CH2:1]([N:5]([CH2:6][CH3:7])[C:9]1[N:13]2[CH:14]=[CH:15][CH:16]=[CH:17][C:12]2=[N:11][C:10]=1[CH:18]([CH3:20])[CH3:19])[CH2:2][CH2:3][CH3:4]. Given the reactants [CH2:1]([N:5]([C:9]1[N:13]2[CH:14]=[CH:15][CH:16]=[CH:17][C:12]2=[N:11][C:10]=1[CH:18]([CH3:20])[CH3:19])[C:6](=O)[CH3:7])[CH2:2][CH2:3][CH3:4].[H-].[H-].[H-].[H-].[Li+].[Al+3].[OH-].[Na+], predict the reaction product. (3) Given the reactants Cl[C:2]1[C:3](=[O:15])[N:4](C2CCCCO2)[N:5]=[CH:6][C:7]=1Cl.[O:16]1[C:21]2[CH:22]=[CH:23][CH:24]=[C:25]([OH:26])[C:20]=2[O:19][CH2:18][CH2:17]1.C[O:28][C:29](=[O:39])[CH:30](Br)[CH2:31][CH:32]1[CH2:37][CH2:36][CH2:35][CH2:34][CH2:33]1, predict the reaction product. The product is: [CH:32]1([CH2:31][CH:30]([N:4]2[C:3](=[O:15])[CH:2]=[C:7]([O:26][C:25]3[C:20]4[O:19][CH2:18][CH2:17][O:16][C:21]=4[CH:22]=[CH:23][CH:24]=3)[CH:6]=[N:5]2)[C:29]([OH:28])=[O:39])[CH2:37][CH2:36][CH2:35][CH2:34][CH2:33]1. (4) Given the reactants Cl.[CH3:2][N:3]1[N:7]=[N:6][C:5]([CH2:8][NH2:9])=[N:4]1.Cl.[Cl:11][C:12]1[CH:13]=[C:14]([CH:36]=[CH:37][C:38]=1[Cl:39])[CH2:15][N:16]1[CH2:21][CH2:20][O:19][C@@H:18]([CH2:22][NH:23][C:24](=O)[O:25]C2C=CC([N+]([O-])=O)=CC=2)[CH2:17]1.C(N(CC)C(C)C)(C)C.CO, predict the reaction product. The product is: [Cl:11][C:12]1[CH:13]=[C:14]([CH:36]=[CH:37][C:38]=1[Cl:39])[CH2:15][N:16]1[CH2:21][CH2:20][O:19][C@@H:18]([CH2:22][NH:23][C:24]([NH:9][CH2:8][C:5]2[N:6]=[N:7][N:3]([CH3:2])[N:4]=2)=[O:25])[CH2:17]1. (5) Given the reactants C1(CNCC2C=C(C3C=C4C(=C(C(N)=O)C=3)NC=C4C3CCN(S(CC)(=O)=O)CC3)C=NC=2)CC1.[CH3:36][C:37]1([CH3:52])[C:41]([CH3:43])([CH3:42])[O:40][B:39]([C:44]2[CH:45]=[C:46]([CH:50]=O)[CH:47]=[N:48][CH:49]=2)[O:38]1.[CH3:53][O:54][CH2:55][CH2:56][CH2:57][NH2:58].[BH3-]C#N.[Na+], predict the reaction product. The product is: [CH3:53][O:54][CH2:55][CH2:56][CH2:57][NH:58][CH2:50][C:46]1[CH:47]=[N:48][CH:49]=[C:44]([B:39]2[O:38][C:37]([CH3:52])([CH3:36])[C:41]([CH3:43])([CH3:42])[O:40]2)[CH:45]=1. (6) Given the reactants [CH3:1][O:2][C:3](=[O:19])[CH2:4][CH:5]([NH:9][C:10]([C:12]1[CH:13]=[N:14][C:15]([Cl:18])=[CH:16][CH:17]=1)=[O:11])[C:6](=O)[CH3:7].S(=O)(=O)(O)O, predict the reaction product. The product is: [CH3:1][O:2][C:3](=[O:19])[CH2:4][C:5]1[N:9]=[C:10]([C:12]2[CH:13]=[N:14][C:15]([Cl:18])=[CH:16][CH:17]=2)[O:11][C:6]=1[CH3:7].